This data is from NCI-60 drug combinations with 297,098 pairs across 59 cell lines. The task is: Regression. Given two drug SMILES strings and cell line genomic features, predict the synergy score measuring deviation from expected non-interaction effect. (1) Drug 1: CC(C)NC(=O)C1=CC=C(C=C1)CNNC.Cl. Drug 2: C1C(C(OC1N2C=NC3=C2NC=NCC3O)CO)O. Cell line: HCT116. Synergy scores: CSS=2.08, Synergy_ZIP=-2.39, Synergy_Bliss=-3.00, Synergy_Loewe=-3.78, Synergy_HSA=-0.712. (2) Drug 1: COC1=CC(=CC(=C1O)OC)C2C3C(COC3=O)C(C4=CC5=C(C=C24)OCO5)OC6C(C(C7C(O6)COC(O7)C8=CC=CS8)O)O. Drug 2: CC1C(C(=O)NC(C(=O)N2CCCC2C(=O)N(CC(=O)N(C(C(=O)O1)C(C)C)C)C)C(C)C)NC(=O)C3=C4C(=C(C=C3)C)OC5=C(C(=O)C(=C(C5=N4)C(=O)NC6C(OC(=O)C(N(C(=O)CN(C(=O)C7CCCN7C(=O)C(NC6=O)C(C)C)C)C)C(C)C)C)N)C. Cell line: UO-31. Synergy scores: CSS=11.6, Synergy_ZIP=-1.73, Synergy_Bliss=1.51, Synergy_Loewe=1.10, Synergy_HSA=0.385. (3) Drug 1: C1=CC(=C2C(=C1NCCNCCO)C(=O)C3=C(C=CC(=C3C2=O)O)O)NCCNCCO. Drug 2: C(CCl)NC(=O)N(CCCl)N=O. Cell line: RPMI-8226. Synergy scores: CSS=21.5, Synergy_ZIP=-15.4, Synergy_Bliss=-20.4, Synergy_Loewe=-29.0, Synergy_HSA=-17.5.